From a dataset of Reaction yield outcomes from USPTO patents with 853,638 reactions. Predict the reaction yield, written as a fraction of the theoretical maximum amount of product (1.0 means a 100% yield; for example, 0.34 means a 34% yield). (1) The reactants are [Cl:1][C:2]1[C:7]2[N:8]=[N:9][N:10]([CH2:13][C:14]([OH:16])=O)[C:11](=[O:12])[C:6]=2[CH:5]=[CH:4][CH:3]=1.[CH3:17][O:18][C:19]1[CH:24]=[CH:23][C:22]([C@@H:25]([NH2:27])[CH3:26])=[CH:21][CH:20]=1. No catalyst specified. The product is [Cl:1][C:2]1[C:7]2[N:8]=[N:9][N:10]([CH2:13][C:14]([NH:27][C@H:25]([C:22]3[CH:23]=[CH:24][C:19]([O:18][CH3:17])=[CH:20][CH:21]=3)[CH3:26])=[O:16])[C:11](=[O:12])[C:6]=2[CH:5]=[CH:4][CH:3]=1. The yield is 0.460. (2) The reactants are [C:1]([O:5][C:6](=[O:19])[NH:7][CH2:8][CH2:9][CH2:10][CH2:11][C:12]1[CH:17]=[CH:16][C:15]([OH:18])=[CH:14][CH:13]=1)([CH3:4])([CH3:3])[CH3:2].C([O-])([O-])=O.[Cs+].[Cs+].I[CH2:27][C:28]#[N:29]. The catalyst is CN(C=O)C. The product is [C:1]([O:5][C:6](=[O:19])[NH:7][CH2:8][CH2:9][CH2:10][CH2:11][C:12]1[CH:13]=[CH:14][C:15]([O:18][CH2:27][C:28]#[N:29])=[CH:16][CH:17]=1)([CH3:4])([CH3:2])[CH3:3]. The yield is 0.380. (3) The catalyst is C(Cl)Cl. The product is [CH3:35][C:36]1([CH3:43])[O:41][CH2:40][CH:39]([N:29]2[CH2:28][CH2:27][C:26]3[C:31](=[CH:32][CH:33]=[CH:34][C:25]=3[C:22]3[N:21]=[C:20]([C:17]4[CH:18]=[CH:19][C:12]([O:11][CH:9]([CH3:8])[CH3:10])=[C:13]([CH:16]=4)[C:14]#[N:15])[O:24][N:23]=3)[CH2:30]2)[CH2:38][O:37]1. The reactants are FC(F)(F)C(O)=O.[CH3:8][CH:9]([O:11][C:12]1[CH:19]=[CH:18][C:17]([C:20]2[O:24][N:23]=[C:22]([C:25]3[CH:34]=[CH:33][CH:32]=[C:31]4[C:26]=3[CH2:27][CH2:28][NH:29][CH2:30]4)[N:21]=2)=[CH:16][C:13]=1[C:14]#[N:15])[CH3:10].[CH3:35][C:36]1([CH3:43])[O:41][CH2:40][C:39](=O)[CH2:38][O:37]1.C(O[BH-](OC(=O)C)OC(=O)C)(=O)C.[Na+].C(=O)([O-])O.[Na+]. The yield is 1.16. (4) The reactants are [C:1]([O:5][C:6]([N:8]1[CH2:12][CH2:11][CH:10]([C:13]2[CH:18]=[CH:17][C:16]([S:19]([C:22]3[CH:27]=[CH:26][CH:25]=[C:24]([F:28])[CH:23]=3)(=[O:21])=[O:20])=[CH:15][C:14]=2[C:29]([O:31]CC)=[O:30])[CH2:9]1)=[O:7])([CH3:4])([CH3:3])[CH3:2].O[Li].O. The catalyst is CO.O. The product is [C:1]([O:5][C:6]([N:8]1[CH2:12][CH2:11][CH:10]([C:13]2[CH:18]=[CH:17][C:16]([S:19]([C:22]3[CH:27]=[CH:26][CH:25]=[C:24]([F:28])[CH:23]=3)(=[O:21])=[O:20])=[CH:15][C:14]=2[C:29]([OH:31])=[O:30])[CH2:9]1)=[O:7])([CH3:4])([CH3:2])[CH3:3]. The yield is 0.990. (5) The reactants are [OH:1][C:2]1[CH:7]=[CH:6][C:5]([CH:8]2[CH2:10][CH:9]2[C:11]([O:13][CH3:14])=[O:12])=[CH:4][CH:3]=1.[CH3:15][C:16]1[CH:21]=[C:20]([O:22][CH2:23][C:24]2([CH3:28])[CH2:27][O:26][CH2:25]2)[CH:19]=[C:18]([CH3:29])[C:17]=1[C:30]1[CH:35]=[CH:34][CH:33]=[C:32]([CH2:36]O)[CH:31]=1.C(P(CCCC)CCCC)CCC.N(C(N1CCCCC1)=O)=NC(N1CCCCC1)=O. The catalyst is C1(C)C=CC=CC=1.CCCCCC. The product is [CH3:29][C:18]1[CH:19]=[C:20]([O:22][CH2:23][C:24]2([CH3:28])[CH2:27][O:26][CH2:25]2)[CH:21]=[C:16]([CH3:15])[C:17]=1[C:30]1[CH:35]=[CH:34][CH:33]=[C:32]([CH2:36][O:1][C:2]2[CH:3]=[CH:4][C:5]([CH:8]3[CH2:10][CH:9]3[C:11]([O:13][CH3:14])=[O:12])=[CH:6][CH:7]=2)[CH:31]=1. The yield is 0.820. (6) The reactants are CN(C(ON1N=NC2C=CC=NC1=2)=[N+](C)C)C.F[P-](F)(F)(F)(F)F.[C:25]([O:29][C:30]([NH:32][C@@H:33]([C@H:45]([CH2:53][O:54][CH3:55])[CH2:46][CH:47]([CH3:52])[CH2:48][CH2:49][CH:50]=[CH2:51])[C:34]([N:36]1[CH2:40][C@H:39]([OH:41])[CH2:38][C@H:37]1[C:42]([OH:44])=O)=[O:35])=[O:31])([CH3:28])([CH3:27])[CH3:26].[NH2:56][C@:57]1([C:62]([NH:64][S:65]([CH:68]2[CH2:70][CH2:69]2)(=[O:67])=[O:66])=[O:63])[CH2:59][C@H:58]1[CH:60]=[CH2:61].CCN(C(C)C)C(C)C. The catalyst is C(Cl)Cl. The product is [CH:68]1([S:65]([NH:64][C:62]([C@@:57]2([NH:56][C:42]([C@@H:37]3[CH2:38][C@@H:39]([OH:41])[CH2:40][N:36]3[C:34](=[O:35])[C@@H:33]([NH:32][C:30](=[O:31])[O:29][C:25]([CH3:27])([CH3:28])[CH3:26])[C@H:45]([CH2:53][O:54][CH3:55])[CH2:46][CH:47]([CH3:52])[CH2:48][CH2:49][CH:50]=[CH2:51])=[O:44])[CH2:59][C@H:58]2[CH:60]=[CH2:61])=[O:63])(=[O:67])=[O:66])[CH2:70][CH2:69]1. The yield is 0.610. (7) The reactants are O=[C:2]1[NH:11][C:10]2[C:5](=[CH:6][CH:7]=[C:8]([C:12]([O:14][CH3:15])=[O:13])[CH:9]=2)[N:4]=[C:3]1[C:16]1[CH:21]=[CH:20][CH:19]=[CH:18][CH:17]=1.P(Br)(Br)([Br:24])=O. The catalyst is CC#N. The product is [Br:24][C:2]1[C:3]([C:16]2[CH:21]=[CH:20][CH:19]=[CH:18][CH:17]=2)=[N:4][C:5]2[C:10]([N:11]=1)=[CH:9][C:8]([C:12]([O:14][CH3:15])=[O:13])=[CH:7][CH:6]=2. The yield is 0.780. (8) The reactants are [F:1][C:2]1[CH:7]=[CH:6][C:5]([NH:8][C:9]([C:11]2([C:14]([NH:16][C:17]3[CH:22]=[CH:21][C:20]([O:23][C:24]4[C:33]5[C:28](=[CH:29][C:30]([OH:36])=[C:31]([O:34][CH3:35])[CH:32]=5)[N:27]=[CH:26][N:25]=4)=[C:19]([F:37])[CH:18]=3)=[O:15])[CH2:13][CH2:12]2)=[O:10])=[CH:4][CH:3]=1.[C:38]([O:42][C:43]([N:45]1[CH2:50][CH2:49][CH:48]([CH2:51]OS(C)(=O)=O)[CH2:47][CH2:46]1)=[O:44])([CH3:41])([CH3:40])[CH3:39].C([O-])([O-])=O.[K+].[K+]. The catalyst is CN(C=O)C.CCOC(C)=O. The product is [C:38]([O:42][C:43]([N:45]1[CH2:50][CH2:49][CH:48]([CH2:51][O:36][C:30]2[CH:29]=[C:28]3[C:33]([C:24]([O:23][C:20]4[CH:21]=[CH:22][C:17]([NH:16][C:14]([C:11]5([C:9](=[O:10])[NH:8][C:5]6[CH:4]=[CH:3][C:2]([F:1])=[CH:7][CH:6]=6)[CH2:13][CH2:12]5)=[O:15])=[CH:18][C:19]=4[F:37])=[N:25][CH:26]=[N:27]3)=[CH:32][C:31]=2[O:34][CH3:35])[CH2:47][CH2:46]1)=[O:44])([CH3:41])([CH3:39])[CH3:40]. The yield is 0.600.